From a dataset of Catalyst prediction with 721,799 reactions and 888 catalyst types from USPTO. Predict which catalyst facilitates the given reaction. (1) Product: [Cl:3][C:4]1[CH:9]=[CH:8][C:7]([C:10]2([CH2:16][CH2:17][N:18]3[C@H:23]4[CH2:24][CH2:25][C@@H:19]3[CH2:20][CH:21]([N:26]3[C:30]5[CH:31]=[CH:32][CH:33]=[CH:34][C:29]=5[N:28]=[C:27]3[CH3:35])[CH2:22]4)[CH2:15][CH2:14][N:13]([C:46](=[O:47])[C:45]([CH3:50])([CH3:49])[CH3:44])[CH2:12][CH2:11]2)=[CH:6][C:5]=1[F:36]. The catalyst class is: 4. Reactant: Cl.Cl.[Cl:3][C:4]1[CH:9]=[CH:8][C:7]([C:10]2([CH2:16][CH2:17][N:18]3[CH:23]4[CH2:24][CH2:25][CH:19]3[CH2:20][CH:21]([N:26]3[C:30]5[CH:31]=[CH:32][CH:33]=[CH:34][C:29]=5[N:28]=[C:27]3[CH3:35])[CH2:22]4)[CH2:15][CH2:14][NH:13][CH2:12][CH2:11]2)=[CH:6][C:5]=1[F:36].C(N(CC)CC)C.[CH3:44][C:45]([CH3:50])([CH3:49])[C:46](Cl)=[O:47]. (2) Reactant: Cl[CH2:2][CH2:3][O:4][C:5]1[CH:10]=[C:9]([N+:11]([O-:13])=[O:12])[CH:8]=[C:7]([O:14][CH3:15])[C:6]=1[O:16][CH3:17].C([O-])([O-])=O.[K+].[K+].[CH3:24][N:25]1[CH2:30][CH2:29][NH:28][CH2:27][CH2:26]1.N1CCNCC1. Product: [CH3:17][O:16][C:6]1[C:7]([O:14][CH3:15])=[CH:8][C:9]([N+:11]([O-:13])=[O:12])=[CH:10][C:5]=1[O:4][CH2:3][CH2:2][N:28]1[CH2:29][CH2:30][N:25]([CH3:24])[CH2:26][CH2:27]1. The catalyst class is: 23.